From a dataset of Reaction yield outcomes from USPTO patents with 853,638 reactions. Predict the reaction yield, written as a fraction of the theoretical maximum amount of product (1.0 means a 100% yield; for example, 0.34 means a 34% yield). (1) The reactants are [CH2:1]([C:3]1[CH:8]=[CH:7][CH:6]=[CH:5][C:4]=1[OH:9])[CH3:2].[C:10](O)(=[O:15])[CH2:11][C:12](O)=[O:13].P(Cl)(Cl)(Cl)=O.C(=O)([O-])[O-].[Na+].[Na+]. The catalyst is [Cl-].[Zn+2].[Cl-].O. The product is [CH2:1]([C:3]1[CH:8]=[CH:7][CH:6]=[C:5]2[C:4]=1[O:9][C:12](=[O:13])[CH:11]=[C:10]2[OH:15])[CH3:2]. The yield is 0.240. (2) The reactants are [CH3:1][O:2][C:3]([C:5]1[C:10]([Cl:11])=[C:9]([NH2:12])[N:8]=[C:7](Cl)[N:6]=1)=[O:4].[Cl:14][C:15]1[CH:20]=[CH:19][C:18](B2OCCCO2)=[C:17]([F:27])[C:16]=1[O:28][CH3:29].[F-].[Cs+]. The catalyst is COCCOC.O.Cl[Pd](Cl)([P](C1C=CC=CC=1)(C1C=CC=CC=1)C1C=CC=CC=1)[P](C1C=CC=CC=1)(C1C=CC=CC=1)C1C=CC=CC=1. The product is [CH3:1][O:2][C:3]([C:5]1[C:10]([Cl:11])=[C:9]([NH2:12])[N:8]=[C:7]([C:18]2[CH:19]=[CH:20][C:15]([Cl:14])=[C:16]([O:28][CH3:29])[C:17]=2[F:27])[N:6]=1)=[O:4]. The yield is 0.535. (3) The reactants are Cl[CH2:2][CH2:3][O:4][C:5]1[CH:6]=[N:7][CH:8]=[CH:9][CH:10]=1.[CH3:11][NH2:12]. The catalyst is CO. The product is [CH3:11][NH:12][CH2:2][CH2:3][O:4][C:5]1[CH:6]=[N:7][CH:8]=[CH:9][CH:10]=1. The yield is 0.120. (4) The product is [CH3:14][N:15]([CH3:16])[CH2:17][CH2:18][O:1][C:2]1[CH:3]=[CH:4][C:5]([CH2:8][CH2:9][C:10]([O:12][CH3:13])=[O:11])=[CH:6][CH:7]=1. The yield is 0.590. The catalyst is C1COCC1. The reactants are [OH:1][C:2]1[CH:7]=[CH:6][C:5]([CH2:8][CH2:9][C:10]([O:12][CH3:13])=[O:11])=[CH:4][CH:3]=1.[CH3:14][N:15]([CH2:17][CH2:18]O)[CH3:16].C1(P(C2C=CC=CC=2)C2C=CC=CC=2)C=CC=CC=1.CC(OC(/N=N/C(OC(C)C)=O)=O)C. (5) The reactants are [F:1][C:2]1[CH:7]=[C:6]([Br:8])[CH:5]=[CH:4][C:3]=1[NH:9][C:10]1[C:14]2[CH:15]=[N:16][CH:17]=[CH:18][C:13]=2[O:12][C:11]=1[C:19]([O:21]CC)=O.[OH-].[Na+].[CH3:26][C:27]1([CH3:35])[O:31][C@@H:30]([CH2:32][O:33][NH2:34])[CH2:29][O:28]1.C1C=CC2N(O)N=NC=2C=1.CCN(C(C)C)C(C)C. The catalyst is C1COCC1.C(OCC)(=O)C.CO. The product is [CH3:26][C:27]1([CH3:35])[O:31][C@@H:30]([CH2:32][O:33][NH:34][C:19]([C:11]2[O:12][C:13]3[CH:18]=[CH:17][N:16]=[CH:15][C:14]=3[C:10]=2[NH:9][C:3]2[CH:4]=[CH:5][C:6]([Br:8])=[CH:7][C:2]=2[F:1])=[O:21])[CH2:29][O:28]1. The yield is 0.730. (6) The reactants are C(=[N:14][C:15]1[N:16]=[C:17]2[C:23]([C:24](=[O:29])[C:25]([CH3:28])([CH3:27])[CH3:26])=[CH:22][N:21]([CH2:30][O:31][CH2:32][CH2:33][Si:34]([CH3:37])([CH3:36])[CH3:35])[C:18]2=[N:19][CH:20]=1)(C1C=CC=CC=1)C1C=CC=CC=1.C([O-])(=O)C.[Na+].Cl.NO. The catalyst is CO. The product is [NH2:14][C:15]1[N:16]=[C:17]2[C:23]([C:24](=[O:29])[C:25]([CH3:26])([CH3:27])[CH3:28])=[CH:22][N:21]([CH2:30][O:31][CH2:32][CH2:33][Si:34]([CH3:35])([CH3:37])[CH3:36])[C:18]2=[N:19][CH:20]=1. The yield is 0.790. (7) The reactants are CC1(C)C(C)(C)OB([C:9]2[CH:10]=[C:11]3[C:15](=[CH:16][CH:17]=2)[NH:14][C:13](=[O:18])[CH2:12]3)O1.[CH2:20]([N:22]1[C:26](OS(C(F)(F)F)(=O)=O)=[CH:25][C:24]([C:35]([F:38])([F:37])[F:36])=[N:23]1)[CH3:21].C([O-])([O-])=O.[K+].[K+].ClCCl. The catalyst is O1CCOCC1. The product is [CH2:20]([N:22]1[C:26]([C:9]2[CH:10]=[C:11]3[C:15](=[CH:16][CH:17]=2)[NH:14][C:13](=[O:18])[CH2:12]3)=[CH:25][C:24]([C:35]([F:37])([F:36])[F:38])=[N:23]1)[CH3:21]. The yield is 0.400.